Dataset: Forward reaction prediction with 1.9M reactions from USPTO patents (1976-2016). Task: Predict the product of the given reaction. (1) Given the reactants [CH3:1][O:2][C:3](=[O:35])[C:4]1[CH:9]=[CH:8][C:7](CN2C=C(C3C=CC(Cl)=CC=3Cl)N=C2/C=C/C2C=C(Br)C=CC=2OC)=[CH:6][CH:5]=1.C(OC1C=CC(B(O)O)=CC=1)C, predict the reaction product. The product is: [CH3:1][O:2][C:3](=[O:35])[C:4]1[CH:9]=[CH:8][CH:7]=[CH:6][CH:5]=1. (2) Given the reactants C(N(CC)C(C)C)(C)C.Cl[C:11]1[C:16]([C:17]([O:19][CH2:20][CH3:21])=[O:18])=[CH:15][N:14]=[C:13]([Cl:22])[CH:12]=1.[CH2:23]([N:26]([C:28]([O:30][C:31]([CH3:34])([CH3:33])[CH3:32])=[O:29])[NH2:27])[CH:24]=[CH2:25], predict the reaction product. The product is: [CH2:23]([N:26]([C:28]([O:30][C:31]([CH3:34])([CH3:33])[CH3:32])=[O:29])[NH:27][C:11]1[C:16]([C:17]([O:19][CH2:20][CH3:21])=[O:18])=[CH:15][N:14]=[C:13]([Cl:22])[CH:12]=1)[CH:24]=[CH2:25]. (3) Given the reactants [Br:1][C:2]1[CH:3]=[CH:4][C:5]2[O:9][C:8]([C:10](=[O:12])[NH2:11])=[C:7]([NH:13][C:14]([CH:16]3[CH2:19]N(C(OC(C)(C)C)=O)[CH2:17]3)=[O:15])[C:6]=2[CH:27]=1.[CH3:28][C:29]([CH3:51])([O:31][C:32]([N:34]1[CH2:39][CH2:38][O:37][CH:36]([CH2:40][O:41][C:42]2[CH:50]=CC(C(O)=O)=C[CH:43]=2)[CH2:35]1)=[O:33])[CH3:30].C(N1CC(C(O)=O)C1)(OC(C)(C)C)=O, predict the reaction product. The product is: [Br:1][C:2]1[CH:3]=[CH:4][C:5]2[O:9][C:8]([C:10](=[O:12])[NH2:11])=[C:7]([NH:13][C:14]([C:16]3[CH:17]=[CH:50][C:42]([O:41][CH2:40][CH:36]4[O:37][CH2:38][CH2:39][N:34]([C:32]([O:31][C:29]([CH3:30])([CH3:28])[CH3:51])=[O:33])[CH2:35]4)=[CH:43][CH:19]=3)=[O:15])[C:6]=2[CH:27]=1. (4) Given the reactants Cl[CH2:2][C:3]([NH:5][C:6]1[CH:7]=[C:8]2[C:12](=[CH:13][CH:14]=1)[NH:11][C:10](=[O:15])[C:9]2=[N:16][NH:17][C:18](=[O:28])[CH:19]([C:21]1[CH:26]=[CH:25][C:24]([F:27])=[CH:23][CH:22]=1)[CH3:20])=[O:4].O[CH:30]1[CH2:35][CH2:34][NH:33][CH2:32][CH2:31]1.C(N(CC)CC)C, predict the reaction product. The product is: [F:27][C:24]1[CH:25]=[CH:26][C:21]([CH:19]([CH3:20])[C:18]([NH:17]/[N:16]=[C:9]2\[C:10](=[O:15])[NH:11][C:12]3[C:8]\2=[CH:7][C:6]([NH:5][C:3](=[O:4])[CH2:2][N:33]2[CH2:34][CH2:35][CH2:30][CH2:31][CH2:32]2)=[CH:14][CH:13]=3)=[O:28])=[CH:22][CH:23]=1. (5) The product is: [Cl:1][C:2]1[C:3]2[CH:13]=[CH:12][C:11](=[O:14])[N:10]([C:15]3[C:16]([F:22])=[CH:17][CH:18]=[CH:19][C:20]=3[F:21])[C:4]=2[N:5]=[C:6]([S:8]([CH3:9])=[O:31])[N:7]=1. Given the reactants [Cl:1][C:2]1[C:3]2[CH:13]=[CH:12][C:11](=[O:14])[N:10]([C:15]3[C:20]([F:21])=[CH:19][CH:18]=[CH:17][C:16]=3[F:22])[C:4]=2[N:5]=[C:6]([S:8][CH3:9])[N:7]=1.C1C=C(Cl)C=C(C(OO)=[O:31])C=1.CCCCCC.C(OCC)(=O)C, predict the reaction product. (6) Given the reactants [NH:1]1[C:5]([C:6]2[CH:7]=[C:8]([CH:10]=[CH:11][CH:12]=2)[NH2:9])=[N:4][N:3]=[N:2]1.[NH:13]1[C:21]2[CH:20]=[CH:19][CH:18]=[C:17]([C:22](O)=[O:23])[C:16]=2[CH:15]=[CH:14]1, predict the reaction product. The product is: [NH:4]1[C:5]([C:6]2[CH:7]=[C:8]([NH:9][C:22]([C:17]3[C:16]4[CH:15]=[CH:14][NH:13][C:21]=4[CH:20]=[CH:19][CH:18]=3)=[O:23])[CH:10]=[CH:11][CH:12]=2)=[N:1][N:2]=[N:3]1. (7) The product is: [C:1]([C:3]1[C:4]([N:18]2[CH2:21][CH:20]([C:22](=[O:23])[NH:38][S:35]([CH2:34][C:27]3[C:28]([F:33])=[CH:29][CH:30]=[C:31]([F:32])[C:26]=3[F:25])(=[O:36])=[O:37])[CH2:19]2)=[N:5][C:6]([C:14]([F:17])([F:16])[F:15])=[C:7]([CH:8]=1)[C:9]([O:11][CH2:12][CH3:13])=[O:10])#[N:2]. Given the reactants [C:1]([C:3]1[C:4]([N:18]2[CH2:21][CH:20]([C:22](O)=[O:23])[CH2:19]2)=[N:5][C:6]([C:14]([F:17])([F:16])[F:15])=[C:7]([C:9]([O:11][CH2:12][CH3:13])=[O:10])[CH:8]=1)#[N:2].[F:25][C:26]1[C:31]([F:32])=[CH:30][CH:29]=[C:28]([F:33])[C:27]=1[CH2:34][S:35]([NH2:38])(=[O:37])=[O:36], predict the reaction product. (8) Given the reactants Cl[C:2]1[C:7]([C:8]#[N:9])=[CH:6][N:5]=[CH:4][C:3]=1[C:10]1[CH:15]=[CH:14][C:13]([O:16][CH3:17])=[C:12]([O:18][CH3:19])[CH:11]=1.[CH2:20]([O:27][C:28]1[CH:29]=[C:30]([CH:32]=[CH:33][C:34]=1[Cl:35])[NH2:31])[C:21]1[CH:26]=[CH:25][CH:24]=[CH:23][CH:22]=1, predict the reaction product. The product is: [CH2:20]([O:27][C:28]1[CH:29]=[C:30]([NH:31][C:2]2[C:7]([C:8]#[N:9])=[CH:6][N:5]=[CH:4][C:3]=2[C:10]2[CH:15]=[CH:14][C:13]([O:16][CH3:17])=[C:12]([O:18][CH3:19])[CH:11]=2)[CH:32]=[CH:33][C:34]=1[Cl:35])[C:21]1[CH:22]=[CH:23][CH:24]=[CH:25][CH:26]=1. (9) Given the reactants [O:1]1[C:3]2([CH2:8][CH2:7][N:6]([C:9]([O:11][CH2:12][C:13]3[CH:18]=[CH:17][CH:16]=[CH:15][CH:14]=3)=[O:10])[CH2:5][CH2:4]2)[CH2:2]1.[F:19][C:20]1[CH:26]=[CH:25][C:23]([NH2:24])=[CH:22][CH:21]=1.Cl([O-])(=O)(=O)=O.[Li+], predict the reaction product. The product is: [F:19][C:20]1[CH:26]=[CH:25][C:23]([NH:24][CH2:2][C:3]2([OH:1])[CH2:8][CH2:7][N:6]([C:9]([O:11][CH2:12][C:13]3[CH:18]=[CH:17][CH:16]=[CH:15][CH:14]=3)=[O:10])[CH2:5][CH2:4]2)=[CH:22][CH:21]=1. (10) Given the reactants [CH3:1][N:2]1[C:6]([C:7]([OH:9])=O)=[CH:5][C:4]([CH3:10])=[N:3]1.[CH3:11][N:12](C)[CH:13]=[O:14].[C:16](Cl)(=O)[C:17](Cl)=O.[NH2:22][C:23]1[CH:24]=[C:25]([CH:43]=[CH:44][CH:45]=1)[O:26][C:27]1[CH:28]=[CH:29][C:30]2[N:31]([CH:33]=C(CCC(NC=O)=O)[N:35]=2)[N:32]=1, predict the reaction product. The product is: [CH3:1][N:2]1[C:6]([C:7]([NH:22][C:23]2[CH:45]=[CH:44][CH:43]=[C:25]([O:26][C:27]3[CH:28]=[CH:29][C:30]4[N:31]([CH:33]=[C:11]([NH:12][C:13](=[O:14])[CH2:16][CH3:17])[N:35]=4)[N:32]=3)[CH:24]=2)=[O:9])=[CH:5][C:4]([CH3:10])=[N:3]1.